From a dataset of NCI-60 drug combinations with 297,098 pairs across 59 cell lines. Regression. Given two drug SMILES strings and cell line genomic features, predict the synergy score measuring deviation from expected non-interaction effect. (1) Drug 2: C1=NC2=C(N1)C(=S)N=C(N2)N. Cell line: A549. Synergy scores: CSS=60.0, Synergy_ZIP=-4.38, Synergy_Bliss=-5.11, Synergy_Loewe=-5.94, Synergy_HSA=0.271. Drug 1: CC(CN1CC(=O)NC(=O)C1)N2CC(=O)NC(=O)C2. (2) Drug 2: CC=C1C(=O)NC(C(=O)OC2CC(=O)NC(C(=O)NC(CSSCCC=C2)C(=O)N1)C(C)C)C(C)C. Synergy scores: CSS=24.5, Synergy_ZIP=0.368, Synergy_Bliss=-0.284, Synergy_Loewe=-55.3, Synergy_HSA=0.668. Cell line: MDA-MB-231. Drug 1: CCCCCOC(=O)NC1=NC(=O)N(C=C1F)C2C(C(C(O2)C)O)O. (3) Drug 1: C1CN1C2=NC(=NC(=N2)N3CC3)N4CC4. Drug 2: CCC1(C2=C(COC1=O)C(=O)N3CC4=CC5=C(C=CC(=C5CN(C)C)O)N=C4C3=C2)O.Cl. Cell line: 786-0. Synergy scores: CSS=54.7, Synergy_ZIP=-0.623, Synergy_Bliss=-1.81, Synergy_Loewe=-2.33, Synergy_HSA=2.48. (4) Drug 1: CCC(=C(C1=CC=CC=C1)C2=CC=C(C=C2)OCCN(C)C)C3=CC=CC=C3.C(C(=O)O)C(CC(=O)O)(C(=O)O)O. Drug 2: CN(C(=O)NC(C=O)C(C(C(CO)O)O)O)N=O. Cell line: HCT-15. Synergy scores: CSS=-3.85, Synergy_ZIP=5.42, Synergy_Bliss=6.29, Synergy_Loewe=1.28, Synergy_HSA=0.834. (5) Drug 1: CC1=CC=C(C=C1)C2=CC(=NN2C3=CC=C(C=C3)S(=O)(=O)N)C(F)(F)F. Drug 2: CN1C2=C(C=C(C=C2)N(CCCl)CCCl)N=C1CCCC(=O)O.Cl. Cell line: SK-MEL-5. Synergy scores: CSS=4.47, Synergy_ZIP=-6.26, Synergy_Bliss=-12.4, Synergy_Loewe=-7.69, Synergy_HSA=-10.4.